This data is from Cav3 T-type calcium channel HTS with 100,875 compounds. The task is: Binary Classification. Given a drug SMILES string, predict its activity (active/inactive) in a high-throughput screening assay against a specified biological target. (1) The compound is s1c(c(cc1C(=O)NC)C)c1ccccc1. The result is 0 (inactive). (2) The molecule is O(c1c(c(ccc1)C)C)c1nc(nc2c1cccc2)c1cc([N+]([O-])=O)ccc1. The result is 0 (inactive). (3) The drug is O(CC(=O)N1CCC(CC1)C)C(=O)C1C(=C(NC(=C1C(OCC)=O)C)C)C(OCC)=O. The result is 0 (inactive). (4) The drug is S(c1oc(nn1)C(N)Cc1c2c([nH]c1)cccc2)CC(=O)Nc1c(ccc(c1)C)C. The result is 0 (inactive). (5) The compound is O1c2c(OCC1)ccc(NC(=O)COC(=O)c1nn(Cc3ccccc3)c(=O)cc1)c2. The result is 0 (inactive). (6) The compound is Clc1ccc(S(=O)(=O)N2CCN(CC2)CCNC(=O)C(=O)NC(C)C)cc1. The result is 0 (inactive).